From a dataset of Tox21: 12 toxicity assays (nuclear receptors and stress response pathways). Binary classification across 12 toxicity assays. The compound is CC(C)(C)c1cc(O)ccc1O. It tested positive (active) for: NR-AhR (Aryl hydrocarbon Receptor agonist activity), NR-Aromatase (Aromatase enzyme inhibition), SR-ARE (Antioxidant Response Element (oxidative stress)), and SR-MMP (Mitochondrial Membrane Potential disruption).